From a dataset of Full USPTO retrosynthesis dataset with 1.9M reactions from patents (1976-2016). Predict the reactants needed to synthesize the given product. (1) Given the product [CH3:1][CH:2]([CH3:36])[CH:3]([NH:8][C:9]([C:11]1[O:12][C:13]([C:16]2[CH:17]=[CH:18][C:19]([NH:22][C:23]([NH:25][C:26]3[CH:31]=[CH:30][CH:29]=[C:28]([C:32]([F:34])([F:33])[F:35])[CH:27]=3)=[O:24])=[CH:20][CH:21]=2)=[CH:14][N:15]=1)=[O:10])[C:4]([OH:6])=[O:5], predict the reactants needed to synthesize it. The reactants are: [CH3:1][CH:2]([CH3:36])[CH:3]([NH:8][C:9]([C:11]1[O:12][C:13]([C:16]2[CH:21]=[CH:20][C:19]([NH:22][C:23]([NH:25][C:26]3[CH:31]=[CH:30][CH:29]=[C:28]([C:32]([F:35])([F:34])[F:33])[CH:27]=3)=[O:24])=[CH:18][CH:17]=2)=[CH:14][N:15]=1)=[O:10])[C:4]([O:6]C)=[O:5].O.[OH-].[Li+].Cl. (2) Given the product [N:19]1[CH:20]=[CH:21][CH:22]=[CH:23][C:18]=1[C:14]1[C:13]([CH2:12][O:11][C:8]2[N:9]=[CH:10][C:5]([C:3]([OH:4])=[O:2])=[N:6][CH:7]=2)=[CH:17][O:16][N:15]=1, predict the reactants needed to synthesize it. The reactants are: C[O:2][C:3]([C:5]1[CH:10]=[N:9][C:8]([O:11][CH2:12][C:13]2[C:14]([C:18]3[CH:23]=[CH:22][CH:21]=[CH:20][N:19]=3)=[N:15][O:16][CH:17]=2)=[CH:7][N:6]=1)=[O:4].COC(C1C=NC(OCC2C(C3C=CC(Cl)=CC=3)=NOC=2)=CN=1)=O. (3) Given the product [F:14][C:15]1[CH:21]=[CH:20][CH:19]=[CH:18][C:16]=1[NH:17][C:2]1[CH:7]=[CH:6][CH:5]=[CH:4][CH:3]=1, predict the reactants needed to synthesize it. The reactants are: I[C:2]1[CH:7]=[CH:6][CH:5]=[CH:4][CH:3]=1.C(=O)([O-])[O-].[Cs+].[Cs+].[F:14][C:15]1[CH:21]=[CH:20][CH:19]=[CH:18][C:16]=1[NH2:17]. (4) The reactants are: [CH:1]([Si:3]([CH:7]=[CH2:8])([CH:5]=[CH2:6])[Cl:4])=[CH2:2].[Cl:9][Si:10]([Cl:17])([Cl:16])[CH2:11][CH2:12][SiH:13]([Cl:15])[Cl:14]. Given the product [Cl:14][Si:13]([Cl:15])([CH2:12][CH2:11][Si:10]([Cl:17])([Cl:16])[Cl:9])[CH2:2][CH2:1][Si:3]([CH2:7][CH2:8][Si:13]([Cl:15])([Cl:14])[CH2:12][CH2:11][Si:10]([Cl:17])([Cl:16])[Cl:9])([CH2:5][CH2:6][Si:13]([Cl:15])([Cl:14])[CH2:12][CH2:11][Si:10]([Cl:17])([Cl:16])[Cl:9])[Cl:4], predict the reactants needed to synthesize it. (5) Given the product [Cl:1][C:2]1[CH:3]=[C:4]([C@:8]([C@@H:16]2[CH2:21][CH2:20][CH2:19][N:18]([C:22]([O:24][C:25]([CH3:28])([CH3:27])[CH3:26])=[O:23])[CH2:17]2)([O:15][CH3:32])[CH2:9][CH2:10][CH2:11][CH2:12][O:13][CH3:14])[CH:5]=[CH:6][CH:7]=1, predict the reactants needed to synthesize it. The reactants are: [Cl:1][C:2]1[CH:3]=[C:4]([C@:8]([C@@H:16]2[CH2:21][CH2:20][CH2:19][N:18]([C:22]([O:24][C:25]([CH3:28])([CH3:27])[CH3:26])=[O:23])[CH2:17]2)([OH:15])[CH2:9][CH2:10][CH2:11][CH2:12][O:13][CH3:14])[CH:5]=[CH:6][CH:7]=1.[H-].[Na+].I[CH3:32]. (6) The reactants are: Cl[CH2:2][C:3]1[NH:7][C:6]2[CH:8]=[CH:9][CH:10]=[CH:11][C:5]=2[N:4]=1.[CH2:12]([CH:19]1[CH2:24][CH2:23][NH:22][CH2:21][CH2:20]1)[C:13]1[CH:18]=[CH:17][CH:16]=[CH:15][CH:14]=1.O. Given the product [CH2:12]([CH:19]1[CH2:24][CH2:23][N:22]([CH2:2][C:3]2[NH:7][C:6]3[CH:8]=[CH:9][CH:10]=[CH:11][C:5]=3[N:4]=2)[CH2:21][CH2:20]1)[C:13]1[CH:18]=[CH:17][CH:16]=[CH:15][CH:14]=1, predict the reactants needed to synthesize it. (7) Given the product [CH3:9][N:10]1[CH2:15][CH2:14][N:13]([CH2:2][C:3]([NH:5][CH2:6][C:7]#[CH:8])=[O:4])[CH2:12][CH2:11]1, predict the reactants needed to synthesize it. The reactants are: Br[CH2:2][C:3]([NH:5][CH2:6][C:7]#[CH:8])=[O:4].[CH3:9][N:10]1[CH2:15][CH2:14][NH:13][CH2:12][CH2:11]1.